This data is from Peptide-MHC class I binding affinity with 185,985 pairs from IEDB/IMGT. The task is: Regression. Given a peptide amino acid sequence and an MHC pseudo amino acid sequence, predict their binding affinity value. This is MHC class I binding data. (1) The peptide sequence is LPTNASLSF. The MHC is HLA-B53:01 with pseudo-sequence HLA-B53:01. The binding affinity (normalized) is 0.674. (2) The peptide sequence is KAFSPEVI. The MHC is HLA-B08:01 with pseudo-sequence HLA-B08:01. The binding affinity (normalized) is 0. (3) The peptide sequence is GYPALMPLYA. The MHC is Patr-A0301 with pseudo-sequence Patr-A0301. The binding affinity (normalized) is 0. (4) The peptide sequence is YLAWVPAHK. The MHC is HLA-A03:01 with pseudo-sequence HLA-A03:01. The binding affinity (normalized) is 0.541. (5) The peptide sequence is LLCGALIAFL. The MHC is HLA-A68:02 with pseudo-sequence HLA-A68:02. The binding affinity (normalized) is 0.339.